Task: Predict the product of the given reaction.. Dataset: Forward reaction prediction with 1.9M reactions from USPTO patents (1976-2016) Given the reactants C([O-])([O-])=O.[Cs+].[Cs+].C1C=CC(P(C2C=CC3C(=CC=CC=3)C=2C2C3C(=CC=CC=3)C=CC=2P(C2C=CC=CC=2)C2C=CC=CC=2)C2C=CC=CC=2)=CC=1.Cl[C:54]1[C:59]([C@H:60]2[CH2:64][CH2:63][CH2:62][N:61]2[C:65]2[CH:70]=[CH:69][N:68]3[N:71]=[CH:72][C:73]([C:74]([O:76][CH2:77][CH3:78])=[O:75])=[C:67]3[N:66]=2)=[CH:58][C:57]([F:79])=[CH:56][N:55]=1.[NH2:80][CH2:81][CH2:82][NH:83][C:84](=[O:90])[O:85][C:86]([CH3:89])([CH3:88])[CH3:87], predict the reaction product. The product is: [C:86]([O:85][C:84]([NH:83][CH2:82][CH2:81][NH:80][C:54]1[C:59]([C@H:60]2[CH2:64][CH2:63][CH2:62][N:61]2[C:65]2[CH:70]=[CH:69][N:68]3[N:71]=[CH:72][C:73]([C:74]([O:76][CH2:77][CH3:78])=[O:75])=[C:67]3[N:66]=2)=[CH:58][C:57]([F:79])=[CH:56][N:55]=1)=[O:90])([CH3:89])([CH3:88])[CH3:87].